Dataset: Peptide-MHC class I binding affinity with 185,985 pairs from IEDB/IMGT. Task: Regression. Given a peptide amino acid sequence and an MHC pseudo amino acid sequence, predict their binding affinity value. This is MHC class I binding data. The peptide sequence is RVPVSCAVY. The MHC is HLA-A68:01 with pseudo-sequence HLA-A68:01. The binding affinity (normalized) is 0.0186.